From a dataset of Reaction yield outcomes from USPTO patents with 853,638 reactions. Predict the reaction yield, written as a fraction of the theoretical maximum amount of product (1.0 means a 100% yield; for example, 0.34 means a 34% yield). (1) The reactants are C(OC(=O)[NH:7][CH:8]1[CH2:13][CH2:12][CH:11]([CH2:14][NH:15][C:16]2[C:21]([N+:22]([O-:24])=[O:23])=[CH:20][N:19]=[C:18]([NH:25][CH2:26][C:27](=[O:34])[N:28]3[CH2:33][CH2:32][CH2:31][CH2:30][CH2:29]3)[N:17]=2)[CH2:10][CH2:9]1)(C)(C)C.C(O)(C(F)(F)F)=O.C([O-])([O-])=O.[Na+].[Na+]. The catalyst is C(Cl)Cl. The yield is 0.930. The product is [NH2:7][C@H:8]1[CH2:9][CH2:10][C@H:11]([CH2:14][NH:15][C:16]2[C:21]([N+:22]([O-:24])=[O:23])=[CH:20][N:19]=[C:18]([NH:25][CH2:26][C:27](=[O:34])[N:28]3[CH2:33][CH2:32][CH2:31][CH2:30][CH2:29]3)[N:17]=2)[CH2:12][CH2:13]1. (2) The reactants are [CH3:1][CH:2]([CH2:8][CH2:9][CH:10]=[CH2:11])[CH2:3][C@@H:4]([OH:7])[CH2:5][CH3:6].N1C=CC=CC=1.[C:18]1([CH3:28])[CH:23]=[CH:22][C:21]([S:24](Cl)(=[O:26])=[O:25])=[CH:20][CH:19]=1. The catalyst is C(Cl)Cl.CN(C1C=CN=CC=1)C. The product is [CH3:28][C:18]1[CH:23]=[CH:22][C:21]([S:24]([O:7][C@H:4]([CH2:3][CH:2]([CH3:1])[CH2:8][CH2:9][CH:10]=[CH2:11])[CH2:5][CH3:6])(=[O:26])=[O:25])=[CH:20][CH:19]=1. The yield is 0.790. (3) No catalyst specified. The yield is 0.160. The product is [Cl:21][CH2:22][CH2:23][CH2:24][CH2:25][CH:26]([C:27]1[NH:39][N:38]=[C:15]([NH:14][C:11]2[CH:12]=[CH:13][C:8]([N:6]3[CH:7]=[C:3]([Cl:2])[N:4]=[CH:5]3)=[C:9]([O:19][CH3:20])[CH:10]=2)[N:16]=1)[C:30]1[CH:35]=[CH:34][C:33]([Cl:36])=[CH:32][C:31]=1[Cl:37]. The reactants are I.[Cl:2][C:3]1[N:4]=[CH:5][N:6]([C:8]2[CH:13]=[CH:12][C:11]([NH:14][C:15](SC)=[NH:16])=[CH:10][C:9]=2[O:19][CH3:20])[CH:7]=1.[Cl:21][CH2:22][CH2:23][CH2:24][CH2:25][CH:26]([C:30]1[CH:35]=[CH:34][C:33]([Cl:36])=[CH:32][C:31]=1[Cl:37])[C:27](O)=O.[NH2:38][NH2:39]. (4) The reactants are [C:1]([C:3]1[CH:4]=[N:5][CH:6]=[C:7]([CH:20]=1)[C:8]([N:10]=[S@@:11]([CH3:19])(=[O:18])[C:12]1[CH:17]=[CH:16][CH:15]=[CH:14][CH:13]=1)=[O:9])#[CH:2].I[C:22]1[CH:27]=[CH:26][C:25]([OH:28])=[C:24]([CH3:29])[CH:23]=1. No catalyst specified. The product is [OH:28][C:25]1[CH:26]=[CH:27][C:22]([C:2]#[C:1][C:3]2[CH:4]=[N:5][CH:6]=[C:7]([CH:20]=2)[C:8]([N:10]=[S@@:11]([CH3:19])(=[O:18])[C:12]2[CH:13]=[CH:14][CH:15]=[CH:16][CH:17]=2)=[O:9])=[CH:23][C:24]=1[CH3:29]. The yield is 0.730.